This data is from Catalyst prediction with 721,799 reactions and 888 catalyst types from USPTO. The task is: Predict which catalyst facilitates the given reaction. (1) Reactant: [CH3:1][O:2][C:3]([C:5]1[C:6]2[N:7]([CH:11]=[CH:12][N:13]=2)[CH:8]=[CH:9][CH:10]=1)=[O:4].[I:14]N1C(=O)CCC1=O. Product: [CH3:1][O:2][C:3]([C:5]1[C:6]2[N:7]([C:11]([I:14])=[CH:12][N:13]=2)[CH:8]=[CH:9][CH:10]=1)=[O:4]. The catalyst class is: 10. (2) Reactant: Cl.[CH:2]1([C:6]2[CH:45]=[CH:44][C:9]3[NH:10][C:11]([CH2:13][CH2:14][CH:15]4[CH2:18][CH:17]([N:19]([CH2:23][C@@H:24]5[C@H:28]6[O:29]C(C)(C)[O:31][C@H:27]6[C@H:26]([N:34]6[CH:42]=[N:41][C:40]7[C:35]6=[N:36][CH:37]=[N:38][C:39]=7[NH2:43])[O:25]5)[CH:20]([CH3:22])[CH3:21])[CH2:16]4)=[N:12][C:8]=3[CH:7]=2)[CH2:5][CH2:4][CH2:3]1.N. Product: [NH2:43][C:39]1[N:38]=[CH:37][N:36]=[C:35]2[C:40]=1[N:41]=[CH:42][N:34]2[C@H:26]1[C@H:27]([OH:31])[C@H:28]([OH:29])[C@@H:24]([CH2:23][N:19]([CH:17]2[CH2:18][CH:15]([CH2:14][CH2:13][C:11]3[NH:10][C:9]4[CH:44]=[CH:45][C:6]([CH:2]5[CH2:5][CH2:4][CH2:3]5)=[CH:7][C:8]=4[N:12]=3)[CH2:16]2)[CH:20]([CH3:22])[CH3:21])[O:25]1. The catalyst class is: 5. (3) Reactant: C[O:2][C:3]1[CH:11]=[CH:10][CH:9]=[C:8]2[C:4]=1[CH:5]=[C:6]([CH3:19])[N:7]2[CH2:12][C:13]1[CH:18]=[CH:17][CH:16]=[CH:15][CH:14]=1.B(Br)(Br)Br.C(Cl)Cl. Product: [OH:2][C:3]1[CH:11]=[CH:10][CH:9]=[C:8]2[C:4]=1[CH:5]=[C:6]([CH3:19])[N:7]2[CH2:12][C:13]1[CH:18]=[CH:17][CH:16]=[CH:15][CH:14]=1. The catalyst class is: 2. (4) Reactant: CS(O[CH:6]([C:9]1[CH:14]=[CH:13][C:12]([C:15]2[CH:20]=[CH:19][C:18]([C:21](=[O:24])[NH:22][CH3:23])=[CH:17][CH:16]=2)=[CH:11][N:10]=1)[CH2:7][CH3:8])(=O)=O.[NH:25]1[CH:29]=[CH:28][N:27]=[CH:26]1.C(N(CC)CC)C. Product: [N:25]1([CH:6]([C:9]2[N:10]=[CH:11][C:12]([C:15]3[CH:20]=[CH:19][C:18]([C:21]([NH:22][CH3:23])=[O:24])=[CH:17][CH:16]=3)=[CH:13][CH:14]=2)[CH2:7][CH3:8])[CH:29]=[CH:28][N:27]=[CH:26]1. The catalyst class is: 2. (5) Reactant: C([BH3-])#N.[Na+].F[C:6]1[C:14](F)=[CH:13][CH:12]=[C:11]2[C:7]=1[CH:8]=[C:9]([CH3:16])[NH:10]2.[OH2:17]. Product: [OH:17][C:6]1[CH:14]=[CH:13][CH:12]=[C:11]2[C:7]=1[CH2:8][CH:9]([CH3:16])[NH:10]2. The catalyst class is: 15.